From a dataset of Forward reaction prediction with 1.9M reactions from USPTO patents (1976-2016). Predict the product of the given reaction. (1) Given the reactants [NH2:1][C:2]1[N:7]=[C:6](SC)[N:5]=[C:4]([CH:10]([OH:12])[CH3:11])[N:3]=1, predict the reaction product. The product is: [NH2:1][C:2]1[N:7]=[CH:6][N:5]=[C:4]([CH:10]([OH:12])[CH3:11])[N:3]=1. (2) Given the reactants [C:1]([O:5][C:6](=[O:29])[N:7]([C:26](=[O:28])[CH3:27])[C@H:8]1[CH2:12][C@@H:11]([N:13]2[CH:21]=[N:20][C:19]3[C:14]2=[N:15][C:16]([I:23])=[N:17][C:18]=3Cl)[C@H:10]([OH:24])[C@@H:9]1[OH:25])([CH3:4])([CH3:3])[CH3:2].[CH3:30][NH2:31], predict the reaction product. The product is: [C:1]([O:5][C:6](=[O:29])[N:7]([C:26](=[O:28])[CH3:27])[C@H:8]1[CH2:12][C@@H:11]([N:13]2[CH:21]=[N:20][C:19]3[C:14]2=[N:15][C:16]([I:23])=[N:17][C:18]=3[NH:31][CH3:30])[C@H:10]([OH:24])[C@@H:9]1[OH:25])([CH3:4])([CH3:3])[CH3:2].